Dataset: Peptide-MHC class I binding affinity with 185,985 pairs from IEDB/IMGT. Task: Regression. Given a peptide amino acid sequence and an MHC pseudo amino acid sequence, predict their binding affinity value. This is MHC class I binding data. (1) The peptide sequence is SLTECPTFL. The MHC is HLA-A02:03 with pseudo-sequence HLA-A02:03. The binding affinity (normalized) is 1.00. (2) The peptide sequence is MSLQRQFLR. The MHC is HLA-A33:01 with pseudo-sequence HLA-A33:01. The binding affinity (normalized) is 0.756. (3) The peptide sequence is PTTGRTSLYA. The MHC is Patr-A0101 with pseudo-sequence Patr-A0101. The binding affinity (normalized) is 0. (4) The peptide sequence is RIPERLERW. The MHC is HLA-B27:05 with pseudo-sequence HLA-B27:05. The binding affinity (normalized) is 0. (5) The peptide sequence is MIRWLGGIL. The MHC is HLA-B08:01 with pseudo-sequence HLA-B08:01. The binding affinity (normalized) is 0.0862. (6) The peptide sequence is KRQEILDLWVY. The MHC is HLA-A01:01 with pseudo-sequence HLA-A01:01. The binding affinity (normalized) is 0.186.